Task: Predict the reaction yield, written as a fraction of the theoretical maximum amount of product (1.0 means a 100% yield; for example, 0.34 means a 34% yield).. Dataset: Reaction yield outcomes from USPTO patents with 853,638 reactions The reactants are [CH2:1]([NH:9][CH:10]1[CH2:15][CH2:14][CH:13]([C:16]2[N:17]=[N:18][N:19]3[C:24]=2[C:23]2[CH:25]=[CH:26][NH:27][C:22]=2[N:21]=[CH:20]3)[CH2:12][CH2:11]1)[CH2:2][C:3]1[CH:8]=[CH:7][CH:6]=[CH:5][CH:4]=1.C1(C2CCC(NC3C=CC(C#N)=CC=3)CC2)N=NN2C=1C1C=CNC=1N=C2. No catalyst specified. The product is [CH2:1]([NH:9][C@H:10]1[CH2:15][CH2:14][C@@H:13]([C:16]2[N:17]=[N:18][N:19]3[C:24]=2[C:23]2[CH:25]=[CH:26][NH:27][C:22]=2[N:21]=[CH:20]3)[CH2:12][CH2:11]1)[CH2:2][C:3]1[CH:8]=[CH:7][CH:6]=[CH:5][CH:4]=1.[CH2:1]([NH:9][C@H:10]1[CH2:15][CH2:14][C@H:13]([C:16]2[N:17]=[N:18][N:19]3[C:24]=2[C:23]2[CH:25]=[CH:26][NH:27][C:22]=2[N:21]=[CH:20]3)[CH2:12][CH2:11]1)[CH2:2][C:3]1[CH:8]=[CH:7][CH:6]=[CH:5][CH:4]=1. The yield is 0.160.